This data is from Full USPTO retrosynthesis dataset with 1.9M reactions from patents (1976-2016). The task is: Predict the reactants needed to synthesize the given product. (1) Given the product [CH3:4][C@@H:3]([NH:5][C:14]1[C:15]2[CH:34]=[CH:33][NH:32][C:16]=2[N:17]=[C:18]([NH:20][C:21]2[CH:22]=[C:23]([NH:27][S:28]([CH3:31])(=[O:30])=[O:29])[CH:24]=[CH:25][CH:26]=2)[N:19]=1)[C:2]([CH3:7])([CH3:6])[CH3:1], predict the reactants needed to synthesize it. The reactants are: [CH3:1][C:2]([CH3:7])([CH3:6])[C@H:3]([NH2:5])[CH3:4].C1(N)CCC1.Cl[C:14]1[C:15]2[CH:34]=[CH:33][NH:32][C:16]=2[N:17]=[C:18]([NH:20][C:21]2[CH:22]=[C:23]([NH:27][S:28]([CH3:31])(=[O:30])=[O:29])[CH:24]=[CH:25][CH:26]=2)[N:19]=1.ClC1N=C(NC2C=C(NS(C)(=O)=O)C=CC=2)N=C2C=1N=CN2. (2) Given the product [C:17]1([CH3:27])[CH:22]=[CH:21][C:20]([S:23]([O:16][C@@H:14]([CH2:13]/[CH:12]=[CH:11]/[C:7]2[CH:8]=[N:9][CH:10]=[C:5]([O:4][CH:1]([CH3:3])[CH3:2])[CH:6]=2)[CH3:15])(=[O:25])=[O:24])=[CH:19][CH:18]=1, predict the reactants needed to synthesize it. The reactants are: [CH:1]([O:4][C:5]1[CH:6]=[C:7](/[CH:11]=[CH:12]/[CH2:13][C@H:14]([OH:16])[CH3:15])[CH:8]=[N:9][CH:10]=1)([CH3:3])[CH3:2].[C:17]1([CH3:27])[CH:22]=[CH:21][C:20]([S:23](Cl)(=[O:25])=[O:24])=[CH:19][CH:18]=1. (3) Given the product [CH3:1][O:2][C:3]1[C:8]([NH:9][C:11]([NH:10][C:13]2[C:21]3[N:20]=[CH:19][N:18]([CH3:22])[C:17]=3[CH:16]=[CH:15][CH:14]=2)=[S:12])=[CH:7][CH:6]=[CH:5][N:4]=1, predict the reactants needed to synthesize it. The reactants are: [CH3:1][O:2][C:3]1[C:8]([NH2:9])=[CH:7][CH:6]=[CH:5][N:4]=1.[N:10]([C:13]1[C:21]2[N:20]=[CH:19][N:18]([CH3:22])[C:17]=2[CH:16]=[CH:15][CH:14]=1)=[C:11]=[S:12].COC1C=CN=CC=1NC(NC1C2N=CN(C)C=2C=CC=1)=S. (4) Given the product [C:1]([C:5]1[CH:10]=[CH:9][C:8]([C:11]([NH:16][C:15]2[CH:17]=[CH:18][S:19][C:14]=2[C:13]([NH:21][C:22]2[CH:29]=[CH:28][CH:27]=[C:24]([C:25]#[N:26])[CH:23]=2)=[O:20])=[O:12])=[CH:7][CH:6]=1)([CH3:4])([CH3:3])[CH3:2], predict the reactants needed to synthesize it. The reactants are: [C:1]([C:5]1[CH:10]=[CH:9][C:8]([C:11]2[O:12][C:13](=[O:20])[C:14]3[S:19][CH:18]=[CH:17][C:15]=3[N:16]=2)=[CH:7][CH:6]=1)([CH3:4])([CH3:3])[CH3:2].[NH2:21][C:22]1[CH:23]=[C:24]([CH:27]=[CH:28][CH:29]=1)[C:25]#[N:26].C[Si](C)(C)[N-][Si](C)(C)C.[K+].C1(C)C=CC=CC=1.[NH4+].[Cl-]. (5) Given the product [Br:7][C:1]1[CH:6]=[CH:5][C:4]([CH:13]([C:12]2[CH:15]=[CH:16][CH:9]=[CH:10][CH:11]=2)[OH:14])=[CH:3][CH:2]=1, predict the reactants needed to synthesize it. The reactants are: [C:1]1([Br:7])[CH:6]=[CH:5][CH:4]=[CH:3][CH:2]=1.Br[C:9]1[CH:16]=[CH:15][C:12]([CH:13]=[O:14])=[CH:11][CH:10]=1. (6) Given the product [CH:1]([C:3]1[N:7]([CH3:8])[CH:6]=[C:5]([C:9]([OH:11])=[O:10])[CH:4]=1)=[O:2], predict the reactants needed to synthesize it. The reactants are: [CH:1]([C:3]1[N:7]([CH3:8])[CH:6]=[C:5]([C:9]([O:11]C)=[O:10])[CH:4]=1)=[O:2].[OH-].[Na+].Cl. (7) Given the product [CH:56]([NH:59][CH2:2][C:3]1[CH:12]=[C:11]2[C:6]([CH:7]([NH:13][C:14](=[O:37])[CH2:15][CH:16]([NH:23][S:24]([C:27]3[CH:36]=[CH:35][C:34]4[C:29](=[CH:30][CH:31]=[CH:32][CH:33]=4)[CH:28]=3)(=[O:26])=[O:25])[C:17]3[CH:18]=[CH:19][CH:20]=[CH:21][CH:22]=3)[CH2:8][CH2:9][O:10]2)=[CH:5][CH:4]=1)([CH3:58])[CH3:57], predict the reactants needed to synthesize it. The reactants are: O[CH2:2][C:3]1[CH:12]=[C:11]2[C:6]([CH:7]([NH:13][C:14](=[O:37])[CH2:15][CH:16]([NH:23][S:24]([C:27]3[CH:36]=[CH:35][C:34]4[C:29](=[CH:30][CH:31]=[CH:32][CH:33]=4)[CH:28]=3)(=[O:26])=[O:25])[C:17]3[CH:22]=[CH:21][CH:20]=[CH:19][CH:18]=3)[CH2:8][CH2:9][O:10]2)=[CH:5][CH:4]=1.CCN(C(C)C)C(C)C.CS(OS(C)(=O)=O)(=O)=O.[CH:56]([NH2:59])([CH3:58])[CH3:57].